Dataset: Peptide-MHC class II binding affinity with 134,281 pairs from IEDB. Task: Regression. Given a peptide amino acid sequence and an MHC pseudo amino acid sequence, predict their binding affinity value. This is MHC class II binding data. (1) The peptide sequence is DPEDSALLEDPA. The MHC is DRB1_0301 with pseudo-sequence DRB1_0301. The binding affinity (normalized) is 0.0839. (2) The peptide sequence is NKIVRMYSPISI. The MHC is DRB5_0101 with pseudo-sequence DRB5_0101. The binding affinity (normalized) is 0.299. (3) The peptide sequence is FTVFEAAFNDAIKAS. The MHC is DRB1_0401 with pseudo-sequence DRB1_0401. The binding affinity (normalized) is 0.584.